Dataset: Peptide-MHC class I binding affinity with 185,985 pairs from IEDB/IMGT. Task: Regression. Given a peptide amino acid sequence and an MHC pseudo amino acid sequence, predict their binding affinity value. This is MHC class I binding data. (1) The peptide sequence is ATISTSPQS. The MHC is HLA-A11:01 with pseudo-sequence HLA-A11:01. The binding affinity (normalized) is 0.0968. (2) The peptide sequence is LQALSNLIL. The MHC is HLA-B08:01 with pseudo-sequence HLA-B08:01. The binding affinity (normalized) is 0.213. (3) The peptide sequence is RFLEDYFGV. The MHC is HLA-A02:12 with pseudo-sequence HLA-A02:12. The binding affinity (normalized) is 0.648.